Dataset: Forward reaction prediction with 1.9M reactions from USPTO patents (1976-2016). Task: Predict the product of the given reaction. Given the reactants [F:1][C@H:2]1[C@@H:6]([F:7])[CH2:5][N:4]([C:8]([O:10][CH2:11][C:12]2[CH:17]=[CH:16][CH:15]=[CH:14][CH:13]=2)=[O:9])[C@@H:3]1[CH2:18][OH:19].C(Cl)Cl.Cl.C(Cl)(Cl)(Cl)Cl.CC#N.[OH2:32], predict the reaction product. The product is: [CH2:11]([O:10][C:8]([N:4]1[CH2:5][C@H:6]([F:7])[C@H:2]([F:1])[C@H:3]1[C:18]([OH:32])=[O:19])=[O:9])[C:12]1[CH:13]=[CH:14][CH:15]=[CH:16][CH:17]=1.